This data is from Full USPTO retrosynthesis dataset with 1.9M reactions from patents (1976-2016). The task is: Predict the reactants needed to synthesize the given product. (1) The reactants are: Br[C:2]1[CH:9]=[CH:8][C:7]([O:10][CH3:11])=[CH:6][C:3]=1[CH:4]=[O:5].[CH3:12]B1OB(C)OB(C)O1.C(=O)([O-])[O-].[K+].[K+]. Given the product [CH3:11][O:10][C:7]1[CH:8]=[CH:9][C:2]([CH3:12])=[C:3]([CH:6]=1)[CH:4]=[O:5], predict the reactants needed to synthesize it. (2) Given the product [Br:15][CH2:16][C:17]([NH:4][C:3]1[CH:5]=[CH:6][CH:7]=[CH:8][C:2]=1[F:1])=[O:18], predict the reactants needed to synthesize it. The reactants are: [F:1][C:2]1[CH:8]=[CH:7][CH:6]=[CH:5][C:3]=1[NH2:4].C(=O)([O-])[O-].[K+].[K+].[Br:15][CH2:16][C:17](Br)=[O:18].O. (3) Given the product [CH3:22][N:21]([CH3:23])[CH2:20][CH2:19][CH2:18][O:1][C:2]1[CH:7]=[CH:6][C:5]([C:8]([C:10]2[CH:15]=[CH:14][C:13]([O:16][CH2:18][CH2:19][CH2:20][N:21]([CH3:23])[CH3:22])=[CH:12][CH:11]=2)=[O:9])=[CH:4][CH:3]=1, predict the reactants needed to synthesize it. The reactants are: [OH:1][C:2]1[CH:7]=[CH:6][C:5]([C:8]([C:10]2[CH:15]=[CH:14][C:13]([OH:16])=[CH:12][CH:11]=2)=[O:9])=[CH:4][CH:3]=1.Cl[CH2:18][CH2:19][CH2:20][N:21]([CH3:23])[CH3:22].O. (4) Given the product [OH:1][C:2]12[CH2:11][CH:6]3[CH2:7][CH:8]([CH2:10][C:4]([CH2:12][OH:13])([CH2:5]3)[CH2:3]1)[CH2:9]2, predict the reactants needed to synthesize it. The reactants are: [OH:1][C:2]12[CH2:11][CH:6]3[CH2:7][CH:8]([CH2:10][C:4]([C:12](O)=[O:13])([CH2:5]3)[CH2:3]1)[CH2:9]2.B.[Na]. (5) Given the product [NH2:12][C:4]1[N:3]=[C:2]([Cl:1])[N:10]=[C:9]2[C:5]=1[NH:6][CH:7]=[N:8]2, predict the reactants needed to synthesize it. The reactants are: [Cl:1][C:2]1[N:10]=[C:9]2[C:5]([NH:6][CH:7]=[N:8]2)=[C:4](Cl)[N:3]=1.[NH3:12].CO. (6) Given the product [F:1][C:2]1[N:10]=[C:9]2[C:5]([N:6]=[CH:7][N:8]2[CH:26]([CH3:28])[CH3:27])=[C:4]([NH:11][CH2:12][C:13]2[CH:14]=[N:15][CH:16]=[CH:17][CH:18]=2)[N:3]=1, predict the reactants needed to synthesize it. The reactants are: [F:1][C:2]1[N:10]=[C:9]2[C:5]([N:6]=[CH:7][NH:8]2)=[C:4]([NH:11][CH2:12][C:13]2[CH:14]=[N:15][CH:16]=[CH:17][CH:18]=2)[N:3]=1.C([O-])([O-])=O.[K+].[K+].Br[CH:26]([CH3:28])[CH3:27].C(Cl)(Cl)Cl. (7) Given the product [CH2:1]([C:5]1[N:6]=[C:7]([CH3:27])[N:8]([CH2:31][CH2:32][C:33]2[CH:38]=[CH:37][C:36]([O:39][CH3:40])=[CH:35][CH:34]=2)[C:9](=[O:26])[C:10]=1[CH2:11][C:12]1[CH:17]=[CH:16][C:15]([C:18]2[CH:23]=[CH:22][CH:21]=[CH:20][C:19]=2[C:24]2[NH:43][C:44](=[O:47])[O:45][N:25]=2)=[CH:14][CH:13]=1)[CH2:2][CH2:3][CH3:4], predict the reactants needed to synthesize it. The reactants are: [CH2:1]([C:5]1[N:6]=[C:7]([CH3:27])[NH:8][C:9](=[O:26])[C:10]=1[CH2:11][C:12]1[CH:17]=[CH:16][C:15]([C:18]2[C:19]([C:24]#[N:25])=[CH:20][CH:21]=[CH:22][CH:23]=2)=[CH:14][CH:13]=1)[CH2:2][CH2:3][CH3:4].[H-].[Na+].Br[CH2:31][CH2:32][C:33]1[CH:38]=[CH:37][C:36]([O:39][CH3:40])=[CH:35][CH:34]=1.[Cl-].O[NH3+:43].[C:44](=[O:47])([O-])[OH:45].[Na+].